Task: Regression. Given two drug SMILES strings and cell line genomic features, predict the synergy score measuring deviation from expected non-interaction effect.. Dataset: NCI-60 drug combinations with 297,098 pairs across 59 cell lines (1) Drug 1: CC(C)(C#N)C1=CC(=CC(=C1)CN2C=NC=N2)C(C)(C)C#N. Drug 2: C1=NC(=NC(=O)N1C2C(C(C(O2)CO)O)O)N. Cell line: RPMI-8226. Synergy scores: CSS=64.3, Synergy_ZIP=2.60, Synergy_Bliss=2.24, Synergy_Loewe=-2.31, Synergy_HSA=-0.206. (2) Synergy scores: CSS=17.0, Synergy_ZIP=-3.09, Synergy_Bliss=0.886, Synergy_Loewe=-4.93, Synergy_HSA=2.35. Cell line: UACC-257. Drug 1: C1=CN(C(=O)N=C1N)C2C(C(C(O2)CO)O)O.Cl. Drug 2: CCN(CC)CCCC(C)NC1=C2C=C(C=CC2=NC3=C1C=CC(=C3)Cl)OC. (3) Drug 1: CN(C)N=NC1=C(NC=N1)C(=O)N. Drug 2: CC(C)CN1C=NC2=C1C3=CC=CC=C3N=C2N. Cell line: OVCAR-8. Synergy scores: CSS=-4.07, Synergy_ZIP=0.735, Synergy_Bliss=-1.96, Synergy_Loewe=-4.17, Synergy_HSA=-4.99.